This data is from Forward reaction prediction with 1.9M reactions from USPTO patents (1976-2016). The task is: Predict the product of the given reaction. (1) Given the reactants C([N:8]1[CH2:17][C:16]2[NH:15][C:14]3[CH2:18][O:19][C:20](=[O:21])[C:13]=3[CH:12]([C:22]3[CH:27]=[CH:26][C:25]([F:28])=[C:24]([Br:29])[CH:23]=3)[C:11]=2[C:10](=[O:30])[CH2:9]1)C1C=CC=CC=1.[Cl:31]C(OC=C)=O, predict the reaction product. The product is: [ClH:31].[Br:29][C:24]1[CH:23]=[C:22]([CH:12]2[C:11]3[C:10](=[O:30])[CH2:9][NH:8][CH2:17][C:16]=3[NH:15][C:14]3[CH2:18][O:19][C:20](=[O:21])[C:13]2=3)[CH:27]=[CH:26][C:25]=1[F:28]. (2) Given the reactants [C:1]([N:4]1[CH2:9][CH2:8][C:7]2[N:10]([CH:26]3[CH2:31][CH2:30]OCC3)[N:11]=[C:12]([N:13]3[C:22]4[C:17](=[CH:18][C:19](Br)=[C:20]([C:23]#N)[CH:21]=4)CCC3)[C:6]=2[CH2:5]1)(=[O:3])[CH3:2].C(#[N:35])C=C, predict the reaction product. The product is: [C:1]([N:4]1[CH2:9][CH2:8][C:7]2[N:10]([CH2:26][CH2:31][C:30]#[N:35])[N:11]=[C:12]([NH:13][C:22]3[CH:21]=[C:20]([CH3:23])[CH:19]=[CH:18][CH:17]=3)[C:6]=2[CH2:5]1)(=[O:3])[CH3:2]. (3) Given the reactants C[O:2][C:3](=[O:31])[C:4]([OH:30])([CH3:29])[CH2:5][N:6]([CH2:15][C:16]1[CH:21]=[CH:20][C:19]([C:22]2[CH:27]=[CH:26][CH:25]=[C:24]([F:28])[CH:23]=2)=[CH:18][CH:17]=1)[NH:7]C(OC(C)(C)C)=O.C(O)(C(F)(F)F)=O.[OH:39][C:40]1[CH:44]=[C:43]([C:45](O)=[O:46])[O:42][N:41]=1.C1C=NC2N(O)N=NC=2C=1.CCN=C=NCCCN(C)C.CCN(C(C)C)C(C)C.O.[OH-].[Li+], predict the reaction product. The product is: [F:28][C:24]1[CH:23]=[C:22]([C:19]2[CH:20]=[CH:21][C:16]([CH2:15][N:6]([CH2:5][C:4]([OH:30])([CH3:29])[C:3]([OH:2])=[O:31])[NH:7][C:45]([C:43]3[O:42][N:41]=[C:40]([OH:39])[CH:44]=3)=[O:46])=[CH:17][CH:18]=2)[CH:27]=[CH:26][CH:25]=1. (4) Given the reactants S(Cl)(Cl)=O.[O:5]1[C:9]2[CH:10]=[CH:11][CH:12]=[CH:13][C:8]=2[N:7]=[C:6]1[C:14]1[CH:22]=[CH:21][C:17]([C:18]([OH:20])=O)=[CH:16][CH:15]=1.[N:23]1([C:29]([O:31][C:32]([CH3:35])([CH3:34])[CH3:33])=[O:30])[CH2:28][CH2:27][NH:26][CH2:25][CH2:24]1.C(N(CC)C(C)C)(C)C, predict the reaction product. The product is: [O:5]1[C:9]2[CH:10]=[CH:11][CH:12]=[CH:13][C:8]=2[N:7]=[C:6]1[C:14]1[CH:15]=[CH:16][C:17]([C:18]([N:26]2[CH2:25][CH2:24][N:23]([C:29]([O:31][C:32]([CH3:35])([CH3:34])[CH3:33])=[O:30])[CH2:28][CH2:27]2)=[O:20])=[CH:21][CH:22]=1.